Dataset: Reaction yield outcomes from USPTO patents with 853,638 reactions. Task: Predict the reaction yield, written as a fraction of the theoretical maximum amount of product (1.0 means a 100% yield; for example, 0.34 means a 34% yield). (1) The reactants are [CH2:1]([O:3][C@H:4]([C:17]([O:19][CH2:20][CH3:21])=[O:18])[CH2:5][C:6]1[CH:16]=[CH:15][C:9]([O:10][CH2:11][C:12]([OH:14])=O)=[CH:8][CH:7]=1)[CH3:2].[CH2:22]([NH:29][CH2:30][C:31]1[N:32]([CH3:40])[C:33]2[C:38]([CH:39]=1)=[CH:37][CH:36]=[CH:35][CH:34]=2)[CH2:23][CH2:24][CH2:25][CH2:26][CH2:27][CH3:28].Cl.C(N=C=NCCCN(C)C)C. The catalyst is C(Cl)Cl.CN(C1C=CN=CC=1)C. The product is [CH2:1]([O:3][C@@H:4]([CH2:5][C:6]1[CH:7]=[CH:8][C:9]([O:10][CH2:11][C:12]([N:29]([CH2:22][CH2:23][CH2:24][CH2:25][CH2:26][CH2:27][CH3:28])[CH2:30][C:31]2[N:32]([CH3:40])[C:33]3[C:38]([CH:39]=2)=[CH:37][CH:36]=[CH:35][CH:34]=3)=[O:14])=[CH:15][CH:16]=1)[C:17]([O:19][CH2:20][CH3:21])=[O:18])[CH3:2]. The yield is 0.430. (2) The reactants are [Cl:1][C:2]1[CH:3]=[CH:4][C:5]([O:15][CH2:16][C:17]2[CH:22]=[CH:21][C:20]([Br:23])=[CH:19][C:18]=2[F:24])=[C:6]([C:8](=O)[CH2:9][CH2:10][C:11](=O)[CH3:12])[CH:7]=1.[NH2:25][C:26]1[CH:27]=[C:28]([C:32]([OH:35])=[CH:33][CH:34]=1)[C:29]([OH:31])=[O:30].CC1C=CC(S(O)(=O)=O)=CC=1. The catalyst is C(#N)C.C(Cl)Cl. The product is [Cl:1][C:2]1[CH:3]=[CH:4][C:5]([O:15][CH2:16][C:17]2[CH:22]=[CH:21][C:20]([Br:23])=[CH:19][C:18]=2[F:24])=[C:6]([C:8]2[N:25]([C:26]3[CH:27]=[C:28]([C:32]([OH:35])=[CH:33][CH:34]=3)[C:29]([OH:31])=[O:30])[C:11]([CH3:12])=[CH:10][CH:9]=2)[CH:7]=1. The yield is 0.570.